From a dataset of Reaction yield outcomes from USPTO patents with 853,638 reactions. Predict the reaction yield, written as a fraction of the theoretical maximum amount of product (1.0 means a 100% yield; for example, 0.34 means a 34% yield). The reactants are Cl[C:2]1[CH:11]=[CH:10][N:9]=[C:8]2[C:3]=1[C:4]1[CH:16]=[CH:15][CH:14]=[CH:13][C:5]=1[C:6](=[O:12])[NH:7]2.[C:17]([C:19]1[CH:24]=[CH:23][CH:22]=[CH:21][C:20]=1[O:25][CH3:26])#[CH:18]. No catalyst specified. The product is [CH3:26][O:25][C:20]1[CH:21]=[CH:22][CH:23]=[CH:24][C:19]=1[C:17]#[C:18][C:2]1[CH:11]=[CH:10][N:9]=[C:8]2[C:3]=1[C:4]1[CH:16]=[CH:15][CH:14]=[CH:13][C:5]=1[C:6](=[O:12])[NH:7]2. The yield is 0.710.